From a dataset of Forward reaction prediction with 1.9M reactions from USPTO patents (1976-2016). Predict the product of the given reaction. (1) The product is: [CH2:1]([O:3][C:4]([N:6]1[CH2:11][CH2:10][C:9]([C:12]2[S:13][CH:14]=[CH:15][CH:16]=2)=[CH:8][CH2:7]1)=[O:5])[CH3:2]. Given the reactants [CH2:1]([O:3][C:4]([N:6]1[CH2:11][CH2:10][C:9](O)([C:12]2[S:13][CH:14]=[CH:15][CH:16]=2)[CH2:8][CH2:7]1)=[O:5])[CH3:2].Cl.C(=O)([O-])O.[Na+], predict the reaction product. (2) Given the reactants ClC1C=CC(S[C@@H]2[C:18]3[C:13](=[C:14]([F:20])[CH:15]=[CH:16][C:17]=3[F:19])[O:12][CH2:11][C@H:10]2[CH2:21][OH:22])=CC=1.CC(OI1(OC(C)=O)(OC(C)=O)OC(=O)[C:33]2[CH:32]=[CH:31][CH:30]=[CH:29][C:28]1=2)=O.C(OCC)(=O)C.[S:51]([O-])([O-])(=O)=S.[Na+].[Na+].[CH2:58]([Cl:60])Cl, predict the reaction product. The product is: [Cl:60][CH:58]1[C:18]2[C:13](=[C:14]([F:20])[CH:15]=[CH:16][C:17]=2[F:19])[O:12][CH:11]([S:51][C:33]2[CH:32]=[CH:31][CH:30]=[CH:29][CH:28]=2)[CH:10]1[CH:21]=[O:22]. (3) Given the reactants [OH:1][C:2]1[CH:7]=[CH:6][C:5]([Br:8])=[CH:4][N:3]=1.C(=O)([O-])[O-].[K+].[K+].[I-].[Na+].Cl[CH2:18][C:19]#[N:20], predict the reaction product. The product is: [Br:8][C:5]1[CH:6]=[CH:7][C:2](=[O:1])[N:3]([CH2:18][C:19]#[N:20])[CH:4]=1. (4) Given the reactants [OH:1][C:2]1[CH:3]=[CH:4][C:5]2[C:9]([C:10]([C:12]3[CH:40]=[CH:39][C:15]([O:16][CH2:17][CH2:18][CH2:19][CH2:20][CH2:21][C:22]([CH2:29][CH2:30][CH2:31][C:32]([F:38])([F:37])[C:33]([F:36])([F:35])[F:34])(C(O)=O)[C:23]([OH:25])=[O:24])=[CH:14][CH:13]=3)=[O:11])=[C:8]([C:41]3[CH:46]=[CH:45][C:44]([OH:47])=[CH:43][CH:42]=3)[S:7][C:6]=2[CH:48]=1, predict the reaction product. The product is: [OH:1][C:2]1[CH:3]=[CH:4][C:5]2[C:9]([C:10]([C:12]3[CH:40]=[CH:39][C:15]([O:16][CH2:17][CH2:18][CH2:19][CH2:20][CH2:21][CH:22]([CH2:29][CH2:30][CH2:31][C:32]([F:38])([F:37])[C:33]([F:34])([F:35])[F:36])[C:23]([OH:25])=[O:24])=[CH:14][CH:13]=3)=[O:11])=[C:8]([C:41]3[CH:42]=[CH:43][C:44]([OH:47])=[CH:45][CH:46]=3)[S:7][C:6]=2[CH:48]=1. (5) Given the reactants [OH:1][C:2]1[C:3]2[O:21][N:20]=[C:19]([C:22]3[CH:27]=[CH:26][CH:25]=[CH:24][CH:23]=3)[C:4]=2[C:5]([C:13]#[C:14][Si](C)(C)C)=[N:6][C:7]=1[C:8]([O:10][CH2:11][CH3:12])=[O:9].C(=O)([O-])[O-].[Cs+].[Cs+], predict the reaction product. The product is: [C:13]([C:5]1[C:4]2[C:19]([C:22]3[CH:27]=[CH:26][CH:25]=[CH:24][CH:23]=3)=[N:20][O:21][C:3]=2[C:2]([OH:1])=[C:7]([C:8]([O:10][CH2:11][CH3:12])=[O:9])[N:6]=1)#[CH:14]. (6) Given the reactants [C:1]([OH:6])(=[O:5])[C:2]([CH3:4])=[CH2:3].[C:7]([OH:19])(=[O:18])[CH2:8][C:9]([CH2:14][C:15]([OH:17])=[O:16])([C:11]([OH:13])=[O:12])[OH:10], predict the reaction product. The product is: [C:1]([OH:6])(=[O:5])[C:2]([CH3:4])=[CH2:3].[C:7]([OH:19])(=[O:18])[CH2:8][C:9]([CH2:14][C:15]([OH:17])=[O:16])([C:11]([OH:13])=[O:12])[OH:10]. (7) The product is: [CH3:6][O:7][C:8](=[O:17])[CH2:9][CH:10]1[CH2:15][CH2:14][CH:13]([NH:19][CH3:18])[CH2:12][CH2:11]1. Given the reactants O1CCCC1.[CH3:6][O:7][C:8](=[O:17])[CH2:9][CH:10]1[CH2:15][CH2:14][C:13](=O)[CH2:12][CH2:11]1.[CH3:18][NH2:19].C(O[BH-](OC(=O)C)OC(=O)C)(=O)C.[Na+], predict the reaction product. (8) Given the reactants [F:1][C:2]1[CH:7]=[C:6]([F:8])[CH:5]=[CH:4][C:3]=1[N+:9]([O-:11])=[O:10].[NH:12]1[CH2:17][CH2:16][O:15][CH2:14][CH2:13]1, predict the reaction product. The product is: [F:8][C:6]1[CH:5]=[CH:4][C:3]([N+:9]([O-:11])=[O:10])=[C:2]([N:12]2[CH2:17][CH2:16][O:15][CH2:14][CH2:13]2)[CH:7]=1.[F:1][C:2]1[CH:7]=[C:6]([N:12]2[CH2:17][CH2:16][O:15][CH2:14][CH2:13]2)[CH:5]=[CH:4][C:3]=1[N+:9]([O-:11])=[O:10].